Dataset: Catalyst prediction with 721,799 reactions and 888 catalyst types from USPTO. Task: Predict which catalyst facilitates the given reaction. (1) Reactant: [NH:1]1[CH2:7][CH2:6][CH2:5][NH:4][CH2:3][CH2:2]1.Br[CH2:9][C:10]1[CH:19]=[CH:18][C:13]([C:14]([O:16][CH3:17])=[O:15])=[CH:12][CH:11]=1.C(N(CC)CC)C.C(=O)(O)[O-].[Na+]. Product: [N:1]1([CH2:9][C:10]2[CH:19]=[CH:18][C:13]([C:14]([O:16][CH3:17])=[O:15])=[CH:12][CH:11]=2)[CH2:7][CH2:6][CH2:5][NH:4][CH2:3][CH2:2]1. The catalyst class is: 7. (2) Reactant: [NH2:1][C:2]1[CH:3]=[C:4]([OH:9])[CH:5]=[CH:6][C:7]=1[Cl:8].[C:10](O)(=[O:13])[CH2:11][SH:12].[Al]. Product: [Cl:8][C:7]1[CH:6]=[CH:5][C:4]([OH:9])=[CH:3][C:2]=1[NH:1][C:10](=[O:13])[CH2:11][SH:12]. The catalyst class is: 11. (3) The catalyst class is: 19. Product: [CH3:1][O:2][C:3](=[O:13])[N:4]([CH3:12])[CH:5]1[CH2:10][CH2:9][CH2:8][C:7](=[O:11])[CH2:6]1. Reactant: [CH3:1][O:2][C:3](=[O:13])[N:4]([CH3:12])[C:5]1[CH2:10][CH2:9][CH2:8][C:7](=[O:11])[CH:6]=1. (4) Reactant: C(Cl)(=O)C([Cl:4])=O.[CH3:7][C:8]([CH3:15])([CH2:12][CH:13]=[CH2:14])[C:9](O)=[O:10]. Product: [CH3:7][C:8]([CH3:15])([CH2:12][CH:13]=[CH2:14])[C:9]([Cl:4])=[O:10]. The catalyst class is: 4. (5) Reactant: [Br:1][CH2:2][CH2:3][C:4]([OH:6])=[O:5].[C:7](O)([CH3:10])([CH3:9])[CH3:8].S(=O)(=O)(O)O.C(=O)(O)[O-].[Na+]. Product: [C:7]([O:5][C:4](=[O:6])[CH2:3][CH2:2][Br:1])([CH3:10])([CH3:9])[CH3:8]. The catalyst class is: 489. (6) Reactant: [CH3:1][N:2](/[CH:4]=[C:5]1\[C:6](=[O:14])[NH:7][C:8]2[C:13]\1=[CH:12][CH:11]=[CH:10][CH:9]=2)[CH3:3].[CH2:15](Br)[C:16]1[CH:21]=[CH:20][CH:19]=[CH:18][CH:17]=1. Product: [CH2:15]([N:7]1[C:8]2[C:13](=[CH:12][CH:11]=[CH:10][CH:9]=2)/[C:5](=[CH:4]/[N:2]([CH3:1])[CH3:3])/[C:6]1=[O:14])[C:16]1[CH:21]=[CH:20][CH:19]=[CH:18][CH:17]=1. The catalyst class is: 3. (7) The catalyst class is: 2. Product: [F:18][C:19]([F:32])([F:31])[S:20]([O:1][C:2]1[CH:11]=[C:10]2[C:5]([CH:6]=[CH:7][CH:8]=[N:9]2)=[CH:4][CH:3]=1)(=[O:22])=[O:21]. Reactant: [OH:1][C:2]1[CH:11]=[C:10]2[C:5]([CH:6]=[CH:7][CH:8]=[N:9]2)=[CH:4][CH:3]=1.N1C=CC=CC=1.[F:18][C:19]([F:32])([F:31])[S:20](O[S:20]([C:19]([F:32])([F:31])[F:18])(=[O:22])=[O:21])(=[O:22])=[O:21].[Cl-].[NH4+].